Dataset: Full USPTO retrosynthesis dataset with 1.9M reactions from patents (1976-2016). Task: Predict the reactants needed to synthesize the given product. Given the product [NH2:1][C:2]1[N:3]=[C:4]([CH3:37])[C:5]2=[C:6]([CH2:8][C@H:9]([C:29]3[CH:34]=[CH:33][C:32]([F:35])=[CH:31][C:30]=3[C:52]3[CH:57]=[CH:56][CH:55]=[C:54]([O:58][CH3:59])[N:53]=3)[NH:10]/[C:11]/2=[N:12]\[O:13][CH2:14][CH2:15][C@H:16]([O:21][Si:22]([C:25]([CH3:28])([CH3:27])[CH3:26])([CH3:24])[CH3:23])[C:17]([O:19][CH3:20])=[O:18])[N:7]=1, predict the reactants needed to synthesize it. The reactants are: [NH2:1][C:2]1[N:3]=[C:4]([CH3:37])[C:5]2=[C:6]([CH2:8][C@H:9]([C:29]3[CH:34]=[CH:33][C:32]([F:35])=[CH:31][C:30]=3Br)[NH:10]/[C:11]/2=[N:12]\[O:13][CH2:14][CH2:15][C@H:16]([O:21][Si:22]([C:25]([CH3:28])([CH3:27])[CH3:26])([CH3:24])[CH3:23])[C:17]([O:19][CH3:20])=[O:18])[N:7]=1.B1([C:52]2[CH:57]=[CH:56][CH:55]=[C:54]([O:58][CH3:59])[N:53]=2)OCCN(C2C=CC=CC=2)CCO1.C([O-])([O-])=O.[Na+].[Na+].